From a dataset of Peptide-MHC class II binding affinity with 134,281 pairs from IEDB. Regression. Given a peptide amino acid sequence and an MHC pseudo amino acid sequence, predict their binding affinity value. This is MHC class II binding data. (1) The peptide sequence is TSLFQHMLDLRAGKS. The MHC is DRB1_1101 with pseudo-sequence DRB1_1101. The binding affinity (normalized) is 0.392. (2) The peptide sequence is RQHGSEEWEPLTKKG. The MHC is DRB1_1001 with pseudo-sequence DRB1_1001. The binding affinity (normalized) is 0.664. (3) The peptide sequence is LLNAKFFHMNIYECK. The MHC is HLA-DPA10201-DPB10101 with pseudo-sequence HLA-DPA10201-DPB10101. The binding affinity (normalized) is 0.368. (4) The peptide sequence is QAVMEMTYKNKVVKV. The MHC is HLA-DQA10501-DQB10303 with pseudo-sequence HLA-DQA10501-DQB10303. The binding affinity (normalized) is 0.333. (5) The peptide sequence is YRIAARPGAVTRRAA. The MHC is DRB1_0405 with pseudo-sequence DRB1_0405. The binding affinity (normalized) is 0.124. (6) The binding affinity (normalized) is 0.540. The peptide sequence is EDVGYPIIIDQKYCP. The MHC is DRB1_0301 with pseudo-sequence DRB1_0301. (7) The peptide sequence is SLYNTVATLYCVHAGIEV. The MHC is DRB1_1501 with pseudo-sequence DRB1_1501. The binding affinity (normalized) is 0.451. (8) The MHC is HLA-DPA10103-DPB10601 with pseudo-sequence HLA-DPA10103-DPB10601. The binding affinity (normalized) is 0.856. The peptide sequence is EKKLFAATQFEPLAA.